From a dataset of Forward reaction prediction with 1.9M reactions from USPTO patents (1976-2016). Predict the product of the given reaction. (1) Given the reactants [CH2:1]([P:3]([O:10][CH2:11][CH2:12][CH2:13][CH3:14])([CH2:5][CH2:6][C:7]([OH:9])=[O:8])=[O:4])[CH3:2].[O-]CCCC.[O-]CCCC.[O-]CCCC.[O-]CCCC.[Ti+4:35], predict the reaction product. The product is: [Ti+4:35].[CH2:1]([P:3]([O:10][CH2:11][CH2:12][CH2:13][CH3:14])([CH2:5][CH2:6][C:7]([O-:9])=[O:8])=[O:4])[CH3:2].[CH2:1]([P:3]([CH2:5][CH2:6][C:7]([O-:9])=[O:8])([O:10][CH2:11][CH2:12][CH2:13][CH3:14])=[O:4])[CH3:2].[CH2:1]([P:3]([CH2:5][CH2:6][C:7]([O-:9])=[O:8])([O:10][CH2:11][CH2:12][CH2:13][CH3:14])=[O:4])[CH3:2].[CH2:1]([P:3]([CH2:5][CH2:6][C:7]([O-:9])=[O:8])([O:10][CH2:11][CH2:12][CH2:13][CH3:14])=[O:4])[CH3:2]. (2) Given the reactants [CH:1]([O:4][C:5]1[CH:10]=[CH:9][C:8]([S:11]([NH2:14])(=[O:13])=[O:12])=[CH:7][C:6]=1[N:15]=[C:16]=[S:17])([CH3:3])[CH3:2].[CH3:18][N:19]1[C:27]2[C:22](=[C:23]([NH2:28])[CH:24]=[CH:25][CH:26]=2)[CH:21]=[CH:20]1.COC1C=CN=CC=1NC(NC1C2N=CN(C)C=2C=CC=1)=S, predict the reaction product. The product is: [CH:1]([O:4][C:5]1[CH:10]=[CH:9][C:8]([S:11]([NH2:14])(=[O:13])=[O:12])=[CH:7][C:6]=1[NH:15][C:16]([NH:28][C:23]1[CH:24]=[CH:25][CH:26]=[C:27]2[C:22]=1[CH:21]=[CH:20][N:19]2[CH3:18])=[S:17])([CH3:3])[CH3:2].